Dataset: Reaction yield outcomes from USPTO patents with 853,638 reactions. Task: Predict the reaction yield, written as a fraction of the theoretical maximum amount of product (1.0 means a 100% yield; for example, 0.34 means a 34% yield). (1) The reactants are [C:1]([C:5]1[CH:31]=[C:8]2[N:9]=[C:10]([CH3:30])[C:11]([CH:22]([CH2:27][CH2:28][CH3:29])[C:23]([O:25]C)=[O:24])=[C:12]([C:13]3[CH:18]=[CH:17][C:16]([O:19][CH3:20])=[CH:15][C:14]=3[F:21])[N:7]2[N:6]=1)([CH3:4])([CH3:3])[CH3:2].[OH-].[Na+]. The catalyst is CO. The product is [C:1]([C:5]1[CH:31]=[C:8]2[N:9]=[C:10]([CH3:30])[C:11]([CH:22]([CH2:27][CH2:28][CH3:29])[C:23]([OH:25])=[O:24])=[C:12]([C:13]3[CH:18]=[CH:17][C:16]([O:19][CH3:20])=[CH:15][C:14]=3[F:21])[N:7]2[N:6]=1)([CH3:3])([CH3:4])[CH3:2]. The yield is 0.880. (2) The product is [OH:35][C@@H:34]([CH3:36])[C@@H:33]([NH:32][C:28]([C:26]1[NH:27][C:23]([C:8]2[CH:9]=[C:10]([O:12][C:13]3[CH:14]=[N:15][C:16]([S:19]([CH3:22])(=[O:20])=[O:21])=[CH:17][CH:18]=3)[CH:11]=[C:6]([O:5][C@@H:4]([CH3:31])[CH2:3][O:2][CH3:1])[CH:7]=2)=[CH:24][CH:25]=1)=[O:30])[CH2:37][OH:38]. The yield is 0.860. The catalyst is CN(C)C=O.[Cl-].[Na+].O. The reactants are [CH3:1][O:2][CH2:3][C@H:4]([CH3:31])[O:5][C:6]1[CH:7]=[C:8]([C:23]2[NH:27][C:26]([C:28]([OH:30])=O)=[CH:25][CH:24]=2)[CH:9]=[C:10]([O:12][C:13]2[CH:14]=[N:15][C:16]([S:19]([CH3:22])(=[O:21])=[O:20])=[CH:17][CH:18]=2)[CH:11]=1.[NH2:32][C@@H:33]([CH2:37][OH:38])[C@H:34]([CH3:36])[OH:35].C1C=CC2N(O)N=NC=2C=1.O.CN1CCOCC1.CCN=C=NCCCN(C)C.Cl. (3) The reactants are [Br:1][C:2]1[C:3]([O:11][CH3:12])=[CH:4][C:5]([O:9][CH3:10])=[C:6]([CH:8]=1)[NH2:7].[C:13](Cl)(Cl)=[O:14]. The catalyst is CCOC(C)=O. The product is [Br:1][C:2]1[CH:8]=[C:6]([N:7]=[C:13]=[O:14])[C:5]([O:9][CH3:10])=[CH:4][C:3]=1[O:11][CH3:12]. The yield is 0.890. (4) The reactants are [CH3:1][O:2][C:3]1[CH:4]=[C:5]([CH2:11][C:12](N(OC)C)=[O:13])[CH:6]=[CH:7][C:8]=1[O:9][CH3:10].[C:18]1([Mg]Br)[CH:23]=[CH:22][CH:21]=[CH:20][CH:19]=1. The catalyst is C1COCC1. The product is [CH3:1][O:2][C:3]1[CH:4]=[C:5]([CH2:11][C:12]([C:18]2[CH:23]=[CH:22][CH:21]=[CH:20][CH:19]=2)=[O:13])[CH:6]=[CH:7][C:8]=1[O:9][CH3:10]. The yield is 0.610. (5) The reactants are Cl.Cl.[CH3:3][C:4]1[C:16]([C:17]2[S:18][C:19]([C:28]3[N:32]=[CH:31][NH:30][N:29]=3)=[C:20]([C:22]3[CH:27]=[CH:26][CH:25]=[CH:24][CH:23]=3)[N:21]=2)=[C:7]2[CH:8]=[C:9]([O:12][CH2:13][CH2:14][NH2:15])[CH:10]=[CH:11][N:6]2[N:5]=1.C(OC([NH:40][C:41]([CH3:46])([CH3:45])[C:42](O)=[O:43])=O)(C)(C)C.C1C=CC2N(O)N=NC=2C=1.CCN=C=NCCCN(C)C. The catalyst is CCOC(C)=O.O.CN(C=O)C. The product is [NH2:40][C:41]([CH3:46])([CH3:45])[C:42]([NH:15][CH2:14][CH2:13][O:12][C:9]1[CH:10]=[CH:11][N:6]2[N:5]=[C:4]([CH3:3])[C:16]([C:17]3[S:18][C:19]([C:28]4[N:32]=[CH:31][NH:30][N:29]=4)=[C:20]([C:22]4[CH:27]=[CH:26][CH:25]=[CH:24][CH:23]=4)[N:21]=3)=[C:7]2[CH:8]=1)=[O:43]. The yield is 0.450.